The task is: Predict the reactants needed to synthesize the given product.. This data is from Full USPTO retrosynthesis dataset with 1.9M reactions from patents (1976-2016). (1) Given the product [Br:23][C:19]1[CH:18]=[C:17]([S:14]([N:11]2[CH:12]=[CH:13][C:9](/[CH:8]=[CH:7]/[C:6]([OH:24])=[O:5])=[CH:10]2)(=[O:15])=[O:16])[CH:22]=[CH:21][CH:20]=1, predict the reactants needed to synthesize it. The reactants are: C([O:5][C:6](=[O:24])/[CH:7]=[CH:8]/[C:9]1[CH:13]=[CH:12][N:11]([S:14]([C:17]2[CH:22]=[CH:21][CH:20]=[C:19]([Br:23])[CH:18]=2)(=[O:16])=[O:15])[CH:10]=1)(C)(C)C. (2) Given the product [C:1]([O:5][C:6]([N:8]1[CH2:9][CH2:10][CH:11]([N:14]2[CH:18]=[C:17]([C:19](=[O:21])[NH:67][C:42]3[C:41]4[C:45](=[CH:46][CH:47]=[C:39]([S:36]([C:31]5[CH:30]=[C:29]([F:28])[CH:34]=[C:33]([F:35])[CH:32]=5)(=[O:38])=[O:37])[CH:40]=4)[N:44]([C:48]([C:61]4[CH:66]=[CH:65][CH:64]=[CH:63][CH:62]=4)([C:55]4[CH:56]=[CH:57][CH:58]=[CH:59][CH:60]=4)[C:49]4[CH:54]=[CH:53][CH:52]=[CH:51][CH:50]=4)[N:43]=3)[CH:16]=[N:15]2)[CH2:12][CH2:13]1)=[O:7])([CH3:3])([CH3:2])[CH3:4], predict the reactants needed to synthesize it. The reactants are: [C:1]([O:5][C:6]([N:8]1[CH2:13][CH2:12][CH:11]([N:14]2[CH:18]=[C:17]([C:19]([OH:21])=O)[CH:16]=[N:15]2)[CH2:10][CH2:9]1)=[O:7])([CH3:4])([CH3:3])[CH3:2].C(Cl)(=O)C(Cl)=O.[F:28][C:29]1[CH:30]=[C:31]([S:36]([C:39]2[CH:40]=[C:41]3[C:45](=[CH:46][CH:47]=2)[N:44]([C:48]([C:61]2[CH:66]=[CH:65][CH:64]=[CH:63][CH:62]=2)([C:55]2[CH:60]=[CH:59][CH:58]=[CH:57][CH:56]=2)[C:49]2[CH:54]=[CH:53][CH:52]=[CH:51][CH:50]=2)[N:43]=[C:42]3[NH2:67])(=[O:38])=[O:37])[CH:32]=[C:33]([F:35])[CH:34]=1.C(N(CC)CC)C. (3) Given the product [CH2:32]([N:29]1[C:24]2=[N:25][C:26]([CH2:27][CH3:28])=[C:21]([CH2:20][N:11]([CH2:10][C:4]3[CH:3]=[C:2]([C:53]4[CH:52]=[CH:51][CH:50]=[C:49]([CH2:48][CH:45]5[CH2:46][CH2:47][N:42]([CH3:41])[CH2:43][CH2:44]5)[CH:54]=4)[C:7]([O:8][CH3:9])=[CH:6][CH:5]=3)[C:12]([C:14]3([C:17]([NH2:19])=[O:18])[CH2:16][CH2:15]3)=[O:13])[C:22]([NH:34][CH:35]3[CH2:40][CH2:39][O:38][CH2:37][CH2:36]3)=[C:23]2[CH:31]=[N:30]1)[CH3:33], predict the reactants needed to synthesize it. The reactants are: Br[C:2]1[CH:3]=[C:4]([CH2:10][N:11]([CH2:20][C:21]2[C:22]([NH:34][CH:35]3[CH2:40][CH2:39][O:38][CH2:37][CH2:36]3)=[C:23]3[CH:31]=[N:30][N:29]([CH2:32][CH3:33])[C:24]3=[N:25][C:26]=2[CH2:27][CH3:28])[C:12]([C:14]2([C:17]([NH2:19])=[O:18])[CH2:16][CH2:15]2)=[O:13])[CH:5]=[CH:6][C:7]=1[O:8][CH3:9].[CH3:41][N:42]1[CH2:47][CH2:46][CH:45]([CH2:48][C:49]2[CH:54]=[CH:53][CH:52]=[C:51](B3OC(C)(C)C(C)(C)O3)[CH:50]=2)[CH2:44][CH2:43]1.C([O-])([O-])=O.[Na+].[Na+]. (4) Given the product [Br:24][CH2:23][C:19]1[C:5]2[N:6]=[C:7]([N:9]3[CH:13]=[C:12]([C:14]([O:16][CH2:17][CH3:18])=[O:15])[CH:11]=[N:10]3)[N:8]=[C:3]([O:2][CH3:1])[C:4]=2[N:21]([CH3:22])[N:20]=1, predict the reactants needed to synthesize it. The reactants are: [CH3:1][O:2][C:3]1[C:4]2[N:21]([CH3:22])[N:20]=[C:19]([CH3:23])[C:5]=2[N:6]=[C:7]([N:9]2[CH:13]=[C:12]([C:14]([O:16][CH2:17][CH3:18])=[O:15])[CH:11]=[N:10]2)[N:8]=1.[Br:24]N1C(=O)CCC1=O.N(C(C)(C)C#N)=NC(C)(C)C#N. (5) Given the product [CH:7]([NH:10][CH:1]1[CH2:5][CH2:4][CH2:3][CH2:2]1)([CH3:9])[CH3:8], predict the reactants needed to synthesize it. The reactants are: [C:1]1(=O)[CH2:5][CH2:4][CH2:3][CH2:2]1.[CH:7]([NH2:10])([CH3:9])[CH3:8].C(O)(=O)C.C(O[BH-](OC(=O)C)OC(=O)C)(=O)C.[Na+].Cl.C1C=CC2N(O)N=NC=2C=1.C(NCCC(O)=O)(OC(C)(C)C)=O. (6) Given the product [CH2:11]([C:13]1[S:17][C:16]2[CH:18]=[CH:19][C:20]([CH3:22])=[CH:21][C:15]=2[C:14]=1[S:6]([Cl:10])(=[O:8])=[O:7])[CH3:12], predict the reactants needed to synthesize it. The reactants are: CN(C=O)C.[S:6]([Cl:10])(Cl)(=[O:8])=[O:7].[CH2:11]([C:13]1[S:17][C:16]2[CH:18]=[CH:19][C:20]([CH3:22])=[CH:21][C:15]=2[CH:14]=1)[CH3:12]. (7) Given the product [CH3:13][O:14][CH:15]([C:17]1[CH:22]=[CH:21][C:20]([N:23]([CH3:31])[C:24]2[CH:25]=[CH:26][C:27]([O:30][C:2]3[N:3]=[C:4]([OH:12])[C:5]4[CH:11]=[CH:10][N:9]=[CH:8][C:6]=4[N:7]=3)=[CH:28][CH:29]=2)=[CH:19][CH:18]=1)[CH3:16], predict the reactants needed to synthesize it. The reactants are: Cl[C:2]1[N:3]=[C:4]([OH:12])[C:5]2[CH:11]=[CH:10][N:9]=[CH:8][C:6]=2[N:7]=1.[CH3:13][O:14][CH:15]([C:17]1[CH:22]=[CH:21][C:20]([N:23]([CH3:31])[C:24]2[CH:29]=[CH:28][C:27]([OH:30])=[CH:26][CH:25]=2)=[CH:19][CH:18]=1)[CH3:16]. (8) The reactants are: [NH2:1][C:2]1[CH:3]=[C:4]([C:9]([Br:12])=[CH:10][N:11]=1)[C:5]([O:7][CH3:8])=[O:6].[C:13]([OH:17])([CH3:16])([CH3:15])[CH3:14].[C:18](O[C:18]([O:20][C:21]([CH3:24])([CH3:23])[CH3:22])=[O:19])([O:20][C:21]([CH3:24])([CH3:23])[CH3:22])=[O:19].[CH2:33]([OH:35])C. Given the product [C:13]([O:17][C:33]([N:1]([C:18]([O:20][C:21]([CH3:24])([CH3:23])[CH3:22])=[O:19])[C:2]1[CH:3]=[C:4]([C:9]([Br:12])=[CH:10][N:11]=1)[C:5]([O:7][CH3:8])=[O:6])=[O:35])([CH3:16])([CH3:15])[CH3:14], predict the reactants needed to synthesize it.